Dataset: Reaction yield outcomes from USPTO patents with 853,638 reactions. Task: Predict the reaction yield, written as a fraction of the theoretical maximum amount of product (1.0 means a 100% yield; for example, 0.34 means a 34% yield). (1) The product is [CH2:1]([C:8]1[CH:16]=[CH:15][C:11]([C:12]([N:44]2[CH2:45][CH2:46][CH:41]([CH2:34][C:35]3[CH:40]=[CH:39][CH:38]=[CH:37][CH:36]=3)[CH2:42][CH2:43]2)=[O:14])=[CH:10][C:9]=1[C:17]([NH:19][C:20]1[CH:21]=[C:22]([C:30]([F:31])([F:32])[F:33])[CH:23]=[C:24]([C:26]([F:29])([F:27])[F:28])[CH:25]=1)=[O:18])[C:2]1[CH:3]=[CH:4][CH:5]=[CH:6][CH:7]=1. The reactants are [CH2:1]([C:8]1[CH:16]=[CH:15][C:11]([C:12]([OH:14])=O)=[CH:10][C:9]=1[C:17]([NH:19][C:20]1[CH:25]=[C:24]([C:26]([F:29])([F:28])[F:27])[CH:23]=[C:22]([C:30]([F:33])([F:32])[F:31])[CH:21]=1)=[O:18])[C:2]1[CH:7]=[CH:6][CH:5]=[CH:4][CH:3]=1.[CH2:34]([CH:41]1[CH2:46][CH2:45][NH:44][CH2:43][CH2:42]1)[C:35]1[CH:40]=[CH:39][CH:38]=[CH:37][CH:36]=1. No catalyst specified. The yield is 0.767. (2) The reactants are [CH3:1][O:2][C:3]1[CH:8]=[CH:7][C:6]([NH:9][C:10]2[CH:15]=[CH:14][C:13]([O:16][CH3:17])=[CH:12][CH:11]=2)=[CH:5][CH:4]=1.[F:18][C:19]1[CH:27]=[CH:26][C:22]([C:23](Cl)=[O:24])=[C:21]([C:28]([F:31])([F:30])[F:29])[CH:20]=1.N1C=CC=CC=1. The catalyst is C1COCC1. The product is [F:18][C:19]1[CH:27]=[CH:26][C:22]([C:23]([N:9]([C:6]2[CH:5]=[CH:4][C:3]([O:2][CH3:1])=[CH:8][CH:7]=2)[C:10]2[CH:15]=[CH:14][C:13]([O:16][CH3:17])=[CH:12][CH:11]=2)=[O:24])=[C:21]([C:28]([F:29])([F:30])[F:31])[CH:20]=1. The yield is 0.842. (3) The reactants are [Cl:1][C:2]1[CH:7]=[CH:6][C:5]([C:8]2[C:12]([CH2:13][O:14][C:15]3[CH:23]=[CH:22][C:18]([C:19]([OH:21])=O)=[CH:17][N:16]=3)=[CH:11][O:10][N:9]=2)=[CH:4][CH:3]=1.[NH2:24][CH2:25][CH:26]([OH:28])[CH3:27]. No catalyst specified. The product is [Cl:1][C:2]1[CH:3]=[CH:4][C:5]([C:8]2[C:12]([CH2:13][O:14][C:15]3[CH:23]=[CH:22][C:18]([C:19]([NH:24][CH2:25][CH:26]([OH:28])[CH3:27])=[O:21])=[CH:17][N:16]=3)=[CH:11][O:10][N:9]=2)=[CH:6][CH:7]=1. The yield is 0.430. (4) The reactants are F[C:2]1[CH:7]=[CH:6][CH:5]=[CH:4][C:3]=1[CH2:8][C:9](=[O:15])[C:10]([O:12][CH2:13][CH3:14])=[O:11].C(Br)C1C=CC=CC=1.[Mg].C(OCC)(=O)C(OCC)=O. No catalyst specified. The product is [C:3]1([CH2:8][C:9](=[O:15])[C:10]([O:12][CH2:13][CH3:14])=[O:11])[CH:4]=[CH:5][CH:6]=[CH:7][CH:2]=1. The yield is 0.800. (5) The yield is 0.700. The product is [CH2:1]([O:3][C@@H:4]([CH2:8][C:9]1[CH:10]=[N:11][C:12]([C:15]2[CH:20]=[CH:19][CH:18]=[C:17]([NH:21][CH3:22])[CH:16]=2)=[CH:13][CH:14]=1)[C:5]([O:7][CH3:23])=[O:6])[CH3:2]. The catalyst is S(=O)(=O)(O)O. The reactants are [CH2:1]([O:3][C@@H:4]([CH2:8][C:9]1[CH:10]=[N:11][C:12]([C:15]2[CH:20]=[CH:19][CH:18]=[C:17]([NH:21][CH3:22])[CH:16]=2)=[CH:13][CH:14]=1)[C:5]([OH:7])=[O:6])[CH3:2].[CH3:23]O. (6) The reactants are O=C1CCC(=O)N1O[C:9](=[O:32])[C@H:10]([CH2:22][C:23]1[C:31]2[C:26](=[CH:27][CH:28]=[CH:29][CH:30]=2)[NH:25][CH:24]=1)[NH:11][C:12]([O:14][CH2:15][C:16]1[CH:21]=[CH:20][CH:19]=[CH:18][CH:17]=1)=[O:13].[NH3:33]. The catalyst is C1COCC1. The product is [CH2:15]([O:14][C:12]([NH:11][C@H:10]([C:9]([NH2:33])=[O:32])[CH2:22][C:23]1[C:31]2[C:26](=[CH:27][CH:28]=[CH:29][CH:30]=2)[NH:25][CH:24]=1)=[O:13])[C:16]1[CH:17]=[CH:18][CH:19]=[CH:20][CH:21]=1. The yield is 0.910.